From a dataset of Experimental lipophilicity measurements (octanol/water distribution) for 4,200 compounds from AstraZeneca. Regression/Classification. Given a drug SMILES string, predict its absorption, distribution, metabolism, or excretion properties. Task type varies by dataset: regression for continuous measurements (e.g., permeability, clearance, half-life) or binary classification for categorical outcomes (e.g., BBB penetration, CYP inhibition). For this dataset (lipophilicity_astrazeneca), we predict Y. (1) The compound is CC(C)(C)OC(=O)NCCCSC[C@H]1O[C@@H](n2cnc3c(N)ncnc32)[C@H](O)[C@@H]1O. The Y is 1.20 logD. (2) The drug is O=C(O)CCC(=O)c1ccc(-c2ccccc2)cc1. The Y is 0.580 logD.